Task: Predict the reaction yield, written as a fraction of the theoretical maximum amount of product (1.0 means a 100% yield; for example, 0.34 means a 34% yield).. Dataset: Reaction yield outcomes from USPTO patents with 853,638 reactions (1) The reactants are [CH:1]1[C:6]([CH:7]=[O:8])=[CH:5][CH:4]=[C:3]([CH:9]=[O:10])[CH:2]=1.NCC1C=CC=CN=1.[H][H]. The catalyst is [Pd].CO. The product is [OH:10][CH2:9][C:3]1[CH:2]=[CH:1][C:6]([CH:7]=[O:8])=[CH:5][CH:4]=1. The yield is 0.780. (2) The reactants are [Cl:1][C:2]1[CH:10]=[CH:9][C:8]([NH:11][C:12]([C:14]2[S:15][CH:16]=[CH:17][CH:18]=2)=[O:13])=[CH:7][C:3]=1[C:4]([OH:6])=O.ClC1N=C(OC)N=C(OC)N=1.CN1CCOCC1.[C:37]([O:41][C:42]([N:44]1[CH2:49][CH2:48][CH:47]([S:50]([C:53]2[CH:58]=[CH:57][C:56]([NH:59][C:60]3[N:65]=[CH:64][C:63]([NH2:66])=[CH:62][N:61]=3)=[CH:55][CH:54]=2)(=[O:52])=[O:51])[CH2:46][CH2:45]1)=[O:43])([CH3:40])([CH3:39])[CH3:38]. The catalyst is C(Cl)Cl. The product is [C:37]([O:41][C:42]([N:44]1[CH2:45][CH2:46][CH:47]([S:50]([C:53]2[CH:54]=[CH:55][C:56]([NH:59][C:60]3[N:65]=[CH:64][C:63]([NH:66][C:4](=[O:6])[C:3]4[CH:7]=[C:8]([NH:11][C:12]([C:14]5[S:15][CH:16]=[CH:17][CH:18]=5)=[O:13])[CH:9]=[CH:10][C:2]=4[Cl:1])=[CH:62][N:61]=3)=[CH:57][CH:58]=2)(=[O:51])=[O:52])[CH2:48][CH2:49]1)=[O:43])([CH3:40])([CH3:38])[CH3:39]. The yield is 0.320. (3) The reactants are [CH3:1][O:2][C:3]1[C:8]2[CH2:9][CH2:10][CH2:11][C:12](=O)[CH2:13][C:7]=2[CH:6]=[CH:5][C:4]=1[N+:15]([O-:17])=[O:16].[N:18]1([CH2:24][CH2:25][OH:26])[CH2:23][CH2:22][NH:21][CH2:20][CH2:19]1.C(O)(=O)C.C(O[BH-](OC(=O)C)OC(=O)C)(=O)C.[Na+].C(=O)(O)[O-].[Na+].[OH-].[Na+]. The catalyst is C(Cl)Cl. The product is [CH3:1][O:2][C:3]1[C:8]2[CH2:9][CH2:10][CH2:11][CH:12]([N:21]3[CH2:22][CH2:23][N:18]([CH2:24][CH2:25][OH:26])[CH2:19][CH2:20]3)[CH2:13][C:7]=2[CH:6]=[CH:5][C:4]=1[N+:15]([O-:17])=[O:16]. The yield is 0.850.